Dataset: Forward reaction prediction with 1.9M reactions from USPTO patents (1976-2016). Task: Predict the product of the given reaction. (1) Given the reactants [N:1]1([C:5]([C:7]2[CH:36]=[CH:35][C:10]([O:11][C:12]3[CH:13]=[C:14]([C:24]4[NH:28][C:27]([C:29]5[O:30][C:31]([CH3:34])=[N:32][N:33]=5)=[CH:26][CH:25]=4)[CH:15]=[C:16]([O:18][C@@H:19]([CH3:23])[CH2:20][O:21]C)[CH:17]=3)=[C:9]([F:37])[CH:8]=2)=[O:6])[CH2:4][CH2:3][CH2:2]1.B(Br)(Br)Br.ClCCl.C(=O)([O-])O.[Na+], predict the reaction product. The product is: [N:1]1([C:5]([C:7]2[CH:36]=[CH:35][C:10]([O:11][C:12]3[CH:17]=[C:16]([CH:15]=[C:14]([C:24]4[NH:28][C:27]([C:29]5[O:30][C:31]([CH3:34])=[N:32][N:33]=5)=[CH:26][CH:25]=4)[CH:13]=3)[O:18][C@@H:19]([CH3:23])[CH2:20][OH:21])=[C:9]([F:37])[CH:8]=2)=[O:6])[CH2:4][CH2:3][CH2:2]1. (2) The product is: [CH3:3][C:4]1[C:8]([C:9]2[C:18]3[O:17][CH:16]([CH2:19][OH:20])[CH:15]([C:24]4[CH:29]=[CH:28][CH:27]=[CH:26][N:25]=4)[N:14]4[C:30](=[O:32])[NH:31][C:12]([C:13]=34)=[CH:11][CH:10]=2)=[C:7]([CH3:33])[O:6][N:5]=1. Given the reactants [BH4-].[Li+].[CH3:3][C:4]1[C:8]([C:9]2[C:18]3[O:17][CH:16]([C:19](OCC)=[O:20])[CH:15]([C:24]4[CH:29]=[CH:28][CH:27]=[CH:26][N:25]=4)[N:14]4[C:30](=[O:32])[NH:31][C:12]([C:13]=34)=[CH:11][CH:10]=2)=[C:7]([CH3:33])[O:6][N:5]=1, predict the reaction product. (3) Given the reactants CC1(C)C(C)=CC(C)(C)C2C(=O)CCCC1=2.[CH3:17][C:18]1([CH3:37])[C:23]([CH3:24])=[C:22]([CH3:25])[C:21]([CH3:27])([CH3:26])[C:20](=[CH2:28])/[C:19]/1=[C:29](/[O:32][Si](C)(C)C)\[CH:30]=[CH2:31], predict the reaction product. The product is: [CH3:26][C:21]1([CH3:27])[C:22]([CH3:25])=[C:23]([CH3:24])[C:18]([CH3:37])([CH3:17])[C:19]2[C:29](=[O:32])[CH2:30][CH2:31][CH2:28][C:20]1=2. (4) Given the reactants [OH:1][C:2]1[CH:11]=[CH:10][C:5]([C:6]([O:8][CH3:9])=[O:7])=[CH:4][CH:3]=1.[N+](C1C=CC(S(O[CH2:25][C@H:26]2[CH2:28][C:27]2([F:30])[F:29])(=O)=O)=CC=1)([O-])=O, predict the reaction product. The product is: [F:29][C:27]1([F:30])[CH2:28][C@@H:26]1[CH2:25][O:1][C:2]1[CH:3]=[CH:4][C:5]([C:6]([O:8][CH3:9])=[O:7])=[CH:10][CH:11]=1. (5) Given the reactants FC1C=NC=CC=1[C:8]1[O:9][C:10]2[CH:16]=[CH:15][C:14](C(F)(F)F)=[CH:13][C:11]=2[N:12]=1.C(=O)([O-])[O-].[K+].[K+].C(O)C#C, predict the reaction product. The product is: [O:9]1[C:10]2[CH:16]=[CH:15][CH:14]=[CH:13][C:11]=2[N:12]=[CH:8]1. (6) Given the reactants C([O:5][NH:6][C:7](=[O:21])[C:8]1[CH:13]=[CH:12][C:11]([C:14]2[CH:19]=[CH:18][CH:17]=[C:16]([NH2:20])[CH:15]=2)=[CH:10][CH:9]=1)(C)(C)C.[Cl:22][C:23]1[CH:24]=[C:25]([CH:29]=[CH:30][C:31]=1[Cl:32])[C:26](Cl)=[O:27], predict the reaction product. The product is: [OH:5][NH:6][C:7](=[O:21])[C:8]1[CH:9]=[CH:10][C:11]([C:14]2[CH:19]=[CH:18][CH:17]=[C:16]([NH:20][C:26]([C:25]3[CH:29]=[CH:30][C:31]([Cl:32])=[C:23]([Cl:22])[CH:24]=3)=[O:27])[CH:15]=2)=[CH:12][CH:13]=1. (7) Given the reactants [Cl:1][C:2]1[CH:3]=[CH:4][C:5]([O:19][CH3:20])=[C:6]([CH:18]=1)[CH2:7][C:8]1[O:12][C:11]([C:13]([O:15][CH2:16][CH3:17])=[O:14])=[CH:10][CH:9]=1.Cl[CH2:22]C1OC(C(OCC)=O)=C(C)C=1, predict the reaction product. The product is: [Cl:1][C:2]1[CH:3]=[CH:4][C:5]([O:19][CH3:20])=[C:6]([CH2:7][C:8]2[O:12][C:11]([C:13]([O:15][CH2:16][CH3:17])=[O:14])=[C:10]([CH3:22])[CH:9]=2)[CH:18]=1.